Dataset: Peptide-MHC class II binding affinity with 134,281 pairs from IEDB. Task: Regression. Given a peptide amino acid sequence and an MHC pseudo amino acid sequence, predict their binding affinity value. This is MHC class II binding data. (1) The peptide sequence is SVRFSWLSLLVPFVQWF. The MHC is DRB1_0701 with pseudo-sequence DRB1_0701. The binding affinity (normalized) is 0.681. (2) The peptide sequence is HGRQIRMAKLLGRDP. The MHC is DRB4_0101 with pseudo-sequence DRB4_0103. The binding affinity (normalized) is 0.881. (3) The peptide sequence is VQDAATYAVTTFSNV. The MHC is HLA-DQA10501-DQB10301 with pseudo-sequence HLA-DQA10501-DQB10301. The binding affinity (normalized) is 0.752.